Dataset: Full USPTO retrosynthesis dataset with 1.9M reactions from patents (1976-2016). Task: Predict the reactants needed to synthesize the given product. Given the product [Br:1][C:2]1[CH:7]=[CH:6][C:5]([CH:8]([C:20]2[CH:25]=[CH:24][C:23]([F:26])=[CH:22][C:21]=2[F:27])[CH2:9]/[C:10](/[C:12]2[CH:13]=[CH:14][C:15](=[O:19])[N:16]([CH3:18])[CH:17]=2)=[N:29]\[OH:30])=[CH:4][CH:3]=1, predict the reactants needed to synthesize it. The reactants are: [Br:1][C:2]1[CH:7]=[CH:6][C:5]([CH:8]([C:20]2[CH:25]=[CH:24][C:23]([F:26])=[CH:22][C:21]=2[F:27])[CH2:9][C:10]([C:12]2[CH:13]=[CH:14][C:15](=[O:19])[N:16]([CH3:18])[CH:17]=2)=O)=[CH:4][CH:3]=1.Cl.[NH2:29][OH:30].C(=O)([O-])O.[Na+].C(OCC)(=O)C.